This data is from Full USPTO retrosynthesis dataset with 1.9M reactions from patents (1976-2016). The task is: Predict the reactants needed to synthesize the given product. Given the product [Cl:14][C:11]1[CH:12]=[CH:13][C:8]([C:5]2[CH:6]=[CH:7][C:2]([B:26]([OH:31])[OH:27])=[CH:3][CH:4]=2)=[CH:9][CH:10]=1, predict the reactants needed to synthesize it. The reactants are: Br[C:2]1[CH:7]=[CH:6][C:5]([C:8]2[CH:13]=[CH:12][C:11]([Cl:14])=[CH:10][CH:9]=2)=[CH:4][CH:3]=1.CCCCCC.C([Li])CCC.[B:26](OCCC)([O:31]CCC)[O:27]CCC.Cl.